Dataset: Forward reaction prediction with 1.9M reactions from USPTO patents (1976-2016). Task: Predict the product of the given reaction. (1) The product is: [Br:1][C:2]1[CH:12]=[CH:11][C:5]2[O:6][C:7]3[C:8](=[O:9])[NH:10][C:16]([CH2:17][NH:26][C:25]4[CH:27]=[CH:28][C:22]([F:21])=[CH:23][CH:24]=4)=[N:14][C:13]=3[C:4]=2[CH:3]=1. Given the reactants [Br:1][C:2]1[CH:12]=[CH:11][C:5]([O:6][CH2:7][C:8]([NH2:10])=[O:9])=[C:4]([C:13]#[N:14])[CH:3]=1.N1CCC[CH2:17][CH2:16]1.[F:21][C:22]1[CH:28]=[CH:27][C:25]([NH2:26])=[CH:24][CH:23]=1, predict the reaction product. (2) The product is: [F:10][C:8]1[CH:7]=[C:6]([NH:11][C:12]2[N:21]=[CH:20][CH:19]=[CH:18][C:13]=2[C:14]([OH:16])=[O:15])[CH:5]=[C:4]([F:3])[CH:9]=1. Given the reactants [OH-].[Li+].[F:3][C:4]1[CH:5]=[C:6]([NH:11][C:12]2[N:21]=[CH:20][CH:19]=[CH:18][C:13]=2[C:14]([O:16]C)=[O:15])[CH:7]=[C:8]([F:10])[CH:9]=1, predict the reaction product. (3) Given the reactants [F:1][C:2]1[CH:3]=[C:4]([CH2:9][C@H:10]([C:23](=[O:37])N2[C@H](CC3C=CC=CC=3)COC2=O)[CH2:11][NH:12][C:13](=[O:22])[O:14][CH2:15][C:16]2[CH:21]=[CH:20][CH:19]=[CH:18][CH:17]=2)[CH:5]=[CH:6][C:7]=1[F:8].[OH:38]O.[Li+].[OH-], predict the reaction product. The product is: [F:1][C:2]1[CH:3]=[C:4]([CH2:9][C@@H:10]([CH2:11][NH:12][C:13]([O:14][CH2:15][C:16]2[CH:17]=[CH:18][CH:19]=[CH:20][CH:21]=2)=[O:22])[C:23]([OH:37])=[O:38])[CH:5]=[CH:6][C:7]=1[F:8]. (4) Given the reactants C([C@@H]1C(OC)=[N:8][C@@H:7]([CH2:12][CH2:13][CH2:14][CH2:15][CH2:16][C:17]([O:19][C:20]([CH3:23])([CH3:22])[CH3:21])=[O:18])[C:6]([O:24][CH3:25])=N1)(C)C.Cl.C([O-])(O)=[O:28].[Na+], predict the reaction product. The product is: [NH2:8][C@@H:7]([CH2:12][CH2:13][CH2:14][CH2:15][CH2:16][C:17]([O:19][C:20]([CH3:23])([CH3:22])[CH3:21])=[O:18])[C:6]([O:24][CH3:25])=[O:28]. (5) Given the reactants [C:1]([C:5]1[CH:12]=[CH:11][C:8]([CH:9]=O)=[CH:7][CH:6]=1)([CH3:4])([CH3:3])[CH3:2].[NH2:13][C:14]1[S:15][C:16]([S:19]([C:22]2[CH:27]=[CH:26][C:25]([N+:28]([O-:30])=[O:29])=[CH:24][CH:23]=2)(=[O:21])=[O:20])=[CH:17][N:18]=1.C([O:33][C:34](=O)[C:35]([OH:47])=[CH:36][C:37](=[O:46])[CH2:38][CH2:39][C:40]1[CH:45]=[CH:44][CH:43]=[CH:42][CH:41]=1)C, predict the reaction product. The product is: [C:1]([C:5]1[CH:12]=[CH:11][C:8]([CH:9]2[N:13]([C:14]3[S:15][C:16]([S:19]([C:22]4[CH:23]=[CH:24][C:25]([N+:28]([O-:30])=[O:29])=[CH:26][CH:27]=4)(=[O:20])=[O:21])=[CH:17][N:18]=3)[C:34](=[O:33])[C:35]([OH:47])=[C:36]2[C:37](=[O:46])[CH2:38][CH2:39][C:40]2[CH:41]=[CH:42][CH:43]=[CH:44][CH:45]=2)=[CH:7][CH:6]=1)([CH3:4])([CH3:3])[CH3:2].